From a dataset of Reaction yield outcomes from USPTO patents with 853,638 reactions. Predict the reaction yield, written as a fraction of the theoretical maximum amount of product (1.0 means a 100% yield; for example, 0.34 means a 34% yield). (1) The yield is 0.400. The product is [N:1]1([CH2:7][C:8]2[CH:13]=[CH:12][C:11]3[NH:14][C:24]([C:20]4[C:19]([N+:16]([O-:18])=[O:17])=[CH:23][NH:22][N:21]=4)=[N:15][C:10]=3[CH:9]=2)[CH2:6][CH2:5][O:4][CH2:3][CH2:2]1. The catalyst is CN(C)C=O. The reactants are [N:1]1([CH2:7][C:8]2[CH:9]=[C:10]([NH2:15])[C:11]([NH2:14])=[CH:12][CH:13]=2)[CH2:6][CH2:5][O:4][CH2:3][CH2:2]1.[N+:16]([C:19]1[C:20]([C:24](O)=O)=[N:21][NH:22][CH:23]=1)([O-:18])=[O:17].F[B-](F)(F)F.N1(OC(N(C)C)=[N+](C)C)C2C=CC=CC=2N=N1. (2) The reactants are Br[C:2]1[C:10]2[S:9][C:8]([CH2:11][OH:12])=[CH:7][C:6]=2[C:5]([F:13])=[CH:4][CH:3]=1.[CH2:14]([O:16][C:17]([C:19]1[CH:20]=[C:21](B(O)O)[CH:22]=[CH:23][CH:24]=1)=[O:18])[CH3:15].COCCOC. The catalyst is C(=O)([O-])[O-].[Na+].[Na+].[Cl-].[Na+].O.C(OCC)(=O)C.C1C=CC(/C=C/C(/C=C/C2C=CC=CC=2)=O)=CC=1.C1C=CC(/C=C/C(/C=C/C2C=CC=CC=2)=O)=CC=1.C1C=CC(/C=C/C(/C=C/C2C=CC=CC=2)=O)=CC=1.[Pd].[Pd]. The product is [F:13][C:5]1[C:6]2[CH:7]=[C:8]([CH2:11][OH:12])[S:9][C:10]=2[C:2]([C:23]2[CH:24]=[C:19]([CH:20]=[CH:21][CH:22]=2)[C:17]([O:16][CH2:14][CH3:15])=[O:18])=[CH:3][CH:4]=1. The yield is 0.800.